From a dataset of Peptide-MHC class I binding affinity with 185,985 pairs from IEDB/IMGT. Regression. Given a peptide amino acid sequence and an MHC pseudo amino acid sequence, predict their binding affinity value. This is MHC class I binding data. (1) The peptide sequence is KEGFFTYLCG. The MHC is HLA-B44:03 with pseudo-sequence HLA-B44:03. The binding affinity (normalized) is 0.454. (2) The peptide sequence is FPFKYAAAF. The MHC is Patr-A0101 with pseudo-sequence Patr-A0101. The binding affinity (normalized) is 0. (3) The peptide sequence is ITMYVAFEQ. The MHC is HLA-B57:01 with pseudo-sequence HLA-B57:01. The binding affinity (normalized) is 0.0847.